This data is from Catalyst prediction with 721,799 reactions and 888 catalyst types from USPTO. The task is: Predict which catalyst facilitates the given reaction. (1) Reactant: CC(OI1(OC(C)=O)(OC(C)=O)OC(=O)C2C=CC=CC1=2)=[O:3].[C:23]([C:27]1[CH:32]=[CH:31][C:30](/[C:33](/[C:37]2[CH:42]=[CH:41][C:40]([Cl:43])=[C:39]([O:44][CH3:45])[N:38]=2)=[CH:34]\[CH2:35][OH:36])=[CH:29][CH:28]=1)([CH3:26])([CH3:25])[CH3:24].S([O-])([O-])(=O)=S.[Na+].[Na+]. Product: [C:23]([C:27]1[CH:32]=[CH:31][C:30](/[C:33](/[C:37]2[CH:42]=[CH:41][C:40]([Cl:43])=[C:39]([O:44][CH3:45])[N:38]=2)=[CH:34]\[C:35]([OH:3])=[O:36])=[CH:29][CH:28]=1)([CH3:26])([CH3:24])[CH3:25]. The catalyst class is: 22. (2) Reactant: [Cl:1][C:2]1[CH:3]=[C:4]([CH:9]=[C:10]([Cl:12])[CH:11]=1)[C:5]([O:7][CH3:8])=[O:6].[N+:13]([O-])([OH:15])=[O:14].S(=O)(=O)(O)O. Product: [Cl:1][C:2]1[C:3]([N+:13]([O-:15])=[O:14])=[C:4]([CH:9]=[C:10]([Cl:12])[CH:11]=1)[C:5]([O:7][CH3:8])=[O:6]. The catalyst class is: 4. (3) Reactant: C[O:2][C:3](=[O:34])[CH2:4][CH2:5][C:6]1[CH:11]=[CH:10][C:9]([CH2:12][N:13]([S:24]([C:27]2[CH:32]=[CH:31][C:30]([Cl:33])=[CH:29][CH:28]=2)(=[O:26])=[O:25])[C@@H:14]2[CH2:20][C:19]([CH3:22])([CH3:21])[CH2:18][CH2:17][NH:16][C:15]2=[O:23])=[CH:8][CH:7]=1.[OH-].[Na+]. Product: [Cl:33][C:30]1[CH:31]=[CH:32][C:27]([S:24]([N:13]([CH2:12][C:9]2[CH:8]=[CH:7][C:6]([CH2:5][CH2:4][C:3]([OH:34])=[O:2])=[CH:11][CH:10]=2)[C@@H:14]2[CH2:20][C:19]([CH3:21])([CH3:22])[CH2:18][CH2:17][NH:16][C:15]2=[O:23])(=[O:25])=[O:26])=[CH:28][CH:29]=1. The catalyst class is: 24. (4) Reactant: [F:1][C:2]([F:75])([F:74])[S:3]([O:6][C:7]([C@H:9]([CH3:73])[CH2:10][C@@H:11]1[O:16][C@@:15]2([CH2:71][I:72])[CH2:17][C@H:18]([CH2:20][CH2:21][CH:22]([OH:70])/[CH:23]=[CH:24]/[C@@H:25]([C@@H:34]3[O:39][C@H:38]4[CH2:40][CH2:41][C@H:42]([CH2:44][CH2:45][O:46][Si:47]([CH2:52][CH3:53])([CH2:50][CH3:51])[CH2:48][CH3:49])[O:43][C@@H:37]4[C@H:36]([O:54][Si:55]([C:58]([CH3:61])([CH3:60])[CH3:59])([CH3:57])[CH3:56])[C@@H:35]3[O:62][Si:63]([C:66]([CH3:69])([CH3:68])[CH3:67])([CH3:65])[CH3:64])[O:26][Si:27]([C:30]([CH3:33])([CH3:32])[CH3:31])([CH3:29])[CH3:28])[O:19][C@H:14]2[CH2:13][CH2:12]1)=[CH2:8])(=[O:5])=[O:4].[C:76](Cl)(=[O:83])[C:77]1[CH:82]=[CH:81][CH:80]=[CH:79][CH:78]=1.C(N(CC)CC)C. Product: [C:76]([O:70][CH:22](/[CH:23]=[CH:24]/[C@@H:25]([C@@H:34]1[O:39][C@H:38]2[CH2:40][CH2:41][C@H:42]([CH2:44][CH2:45][O:46][Si:47]([CH2:52][CH3:53])([CH2:48][CH3:49])[CH2:50][CH3:51])[O:43][C@@H:37]2[C@H:36]([O:54][Si:55]([C:58]([CH3:60])([CH3:61])[CH3:59])([CH3:56])[CH3:57])[C@@H:35]1[O:62][Si:63]([C:66]([CH3:69])([CH3:68])[CH3:67])([CH3:65])[CH3:64])[O:26][Si:27]([C:30]([CH3:31])([CH3:32])[CH3:33])([CH3:28])[CH3:29])[CH2:21][CH2:20][C@@H:18]1[O:19][C@@H:14]2[C@@:15]([CH2:71][I:72])([O:16][C@@H:11]([CH2:10][C@@H:9]([CH3:73])[C:7]([O:6][S:3]([C:2]([F:1])([F:74])[F:75])(=[O:4])=[O:5])=[CH2:8])[CH2:12][CH2:13]2)[CH2:17]1)(=[O:83])[C:77]1[CH:82]=[CH:81][CH:80]=[CH:79][CH:78]=1. The catalyst class is: 64. (5) Reactant: [CH3:1][C:2]([O:5][C:6]([NH:8][C:9]1([C:19]([OH:21])=[O:20])[CH2:18][CH2:17][C:16]2[C:11](=[CH:12][CH:13]=[CH:14][CH:15]=2)[CH2:10]1)=[O:7])([CH3:4])[CH3:3].[CH3:22][Si](C=[N+]=[N-])(C)C. Product: [CH3:4][C:2]([O:5][C:6]([NH:8][C:9]1([C:19]([O:21][CH3:22])=[O:20])[CH2:18][CH2:17][C:16]2[C:11](=[CH:12][CH:13]=[CH:14][CH:15]=2)[CH2:10]1)=[O:7])([CH3:1])[CH3:3]. The catalyst class is: 5. (6) Reactant: [F:1][C:2]1[CH:7]=[CH:6][C:5]([C:8]2[O:9][C:10]3[CH:20]=[C:19]([N:21]([CH3:26])[S:22]([CH3:25])(=[O:24])=[O:23])[C:18](B4OC(C)(C)C(C)(C)O4)=[CH:17][C:11]=3[C:12]=2[C:13]([NH:15][CH3:16])=[O:14])=[CH:4][CH:3]=1.Br[C:37]1[CH:38]=[C:39]([C:45]2O[C:47]3[CH:53]=[CH:52][CH:51]=[C:50](F)[C:48]=3[N:49]=2)C(OC)=[N:41][CH:42]=1.[O-]P([O-])([O-])=O.[K+].[K+].[K+].[CH3:63][N:64](C=O)C. Product: [N:49]1([C:45]2[CH:39]=[C:38]([C:18]3[C:19]([N:21]([CH3:26])[S:22]([CH3:25])(=[O:23])=[O:24])=[CH:20][C:10]4[O:9][C:8]([C:5]5[CH:4]=[CH:3][C:2]([F:1])=[CH:7][CH:6]=5)=[C:12]([C:13]([NH:15][CH3:16])=[O:14])[C:11]=4[CH:17]=3)[CH:37]=[CH:42][N:41]=2)[C:48]2[C:47](=[CH:53][CH:52]=[CH:51][CH:50]=2)[CH:63]=[N:64]1. The catalyst class is: 140.